This data is from Forward reaction prediction with 1.9M reactions from USPTO patents (1976-2016). The task is: Predict the product of the given reaction. (1) Given the reactants [Li+].[OH-].C[O:4][C:5](=[O:75])[CH2:6][NH:7][C:8](=[O:74])[C@H:9]([NH:13][C:14](=[O:73])[C@H:15]([NH:37][C:38](=[O:72])[C:39]([NH:42][C:43](=[O:71])[CH2:44][C@H:45](O)/[CH:46]=[CH:47]/[CH2:48][CH2:49][S:50][C:51]([C:64]1[CH:69]=[CH:68][CH:67]=[CH:66][CH:65]=1)([C:58]1[CH:63]=[CH:62][CH:61]=[CH:60][CH:59]=1)[C:52]1[CH:57]=[CH:56][CH:55]=[CH:54][CH:53]=1)([CH3:41])[CH3:40])[CH2:16][S:17][C:18]([C:31]1[CH:36]=[CH:35][CH:34]=[CH:33][CH:32]=1)([C:25]1[CH:30]=[CH:29][CH:28]=[CH:27][CH:26]=1)[C:19]1[CH:24]=[CH:23][CH:22]=[CH:21][CH:20]=1)[CH:10]([CH3:12])[CH3:11].Cl.CC1C=CC=C([N+]([O-])=O)C=1C(OC(=O)C1C([N+]([O-])=O)=CC=CC=1C)=O, predict the reaction product. The product is: [CH:10]([C@H:9]1[NH:13][C:14](=[O:73])[C@@H:15]([CH2:16][S:17][C:18]([C:19]2[CH:24]=[CH:23][CH:22]=[CH:21][CH:20]=2)([C:31]2[CH:32]=[CH:33][CH:34]=[CH:35][CH:36]=2)[C:25]2[CH:30]=[CH:29][CH:28]=[CH:27][CH:26]=2)[NH:37][C:38](=[O:72])[C:39]([CH3:40])([CH3:41])[NH:42][C:43](=[O:71])[CH2:44][C@H:45](/[CH:46]=[CH:47]/[CH2:48][CH2:49][S:50][C:51]([C:64]2[CH:65]=[CH:66][CH:67]=[CH:68][CH:69]=2)([C:58]2[CH:59]=[CH:60][CH:61]=[CH:62][CH:63]=2)[C:52]2[CH:57]=[CH:56][CH:55]=[CH:54][CH:53]=2)[O:75][C:5](=[O:4])[CH2:6][NH:7][C:8]1=[O:74])([CH3:12])[CH3:11]. (2) The product is: [Br:9][C:5]1[CH:6]=[C:7]([O:8][CH2:12][C:13]2[CH:14]=[N:15][CH:16]=[CH:17][CH:18]=2)[C:2]([NH2:1])=[N:3][CH:4]=1. Given the reactants [NH2:1][C:2]1[C:7]([OH:8])=[CH:6][C:5]([Br:9])=[CH:4][N:3]=1.Cl.Cl[CH2:12][C:13]1[CH:14]=[N:15][CH:16]=[CH:17][CH:18]=1.C([O-])([O-])=O.[K+].[K+].[Na+].[I-], predict the reaction product. (3) Given the reactants [CH2:1]([O:3][C:4](=[O:12])[C:5]1[CH:10]=[CH:9][CH:8]=[C:7](Br)[CH:6]=1)[CH3:2].[OH:13][CH2:14][C:15]1[CH:16]=[C:17](B(O)O)[CH:18]=[CH:19][CH:20]=1.C([O-])([O-])=O.[K+].[K+].CO, predict the reaction product. The product is: [OH:13][CH2:14][C:15]1[CH:20]=[C:19]([C:7]2[CH:8]=[CH:9][CH:10]=[C:5]([C:4]([O:3][CH2:1][CH3:2])=[O:12])[CH:6]=2)[CH:18]=[CH:17][CH:16]=1. (4) Given the reactants [F:1][C:2]([F:7])([F:6])[C:3]([OH:5])=[O:4].[O-]CC.[Mg+2:11].[O-]CC, predict the reaction product. The product is: [F:1][C:2]([F:7])([F:6])[C:3]([O-:5])=[O:4].[Mg+2:11].[F:1][C:2]([F:7])([F:6])[C:3]([O-:5])=[O:4].